This data is from Forward reaction prediction with 1.9M reactions from USPTO patents (1976-2016). The task is: Predict the product of the given reaction. Given the reactants [OH:1][CH:2]1[CH2:7][CH2:6][N:5]([CH3:8])[CH2:4][CH2:3]1.CC(C)([O-])C.[K+].F[C:16]1[CH:23]=[CH:22][C:19]([C:20]#[N:21])=[CH:18][C:17]=1[C:24]([F:27])([F:26])[F:25], predict the reaction product. The product is: [CH3:8][N:5]1[CH2:6][CH2:7][CH:2]([O:1][C:16]2[CH:23]=[CH:22][C:19]([C:20]#[N:21])=[CH:18][C:17]=2[C:24]([F:25])([F:27])[F:26])[CH2:3][CH2:4]1.